Task: Regression. Given a peptide amino acid sequence and an MHC pseudo amino acid sequence, predict their binding affinity value. This is MHC class I binding data.. Dataset: Peptide-MHC class I binding affinity with 185,985 pairs from IEDB/IMGT (1) The peptide sequence is NLAEDIMRL. The MHC is HLA-A02:02 with pseudo-sequence HLA-A02:02. The binding affinity (normalized) is 1.00. (2) The peptide sequence is GAPWKIWML. The MHC is HLA-A80:01 with pseudo-sequence HLA-A80:01. The binding affinity (normalized) is 0.0847. (3) The MHC is Mamu-B17 with pseudo-sequence Mamu-B17. The binding affinity (normalized) is 0. The peptide sequence is WTNCRGEF. (4) The peptide sequence is SVLCVKKFY. The MHC is HLA-A68:01 with pseudo-sequence HLA-A68:01. The binding affinity (normalized) is 0.293. (5) The peptide sequence is RTSKAALER. The MHC is HLA-A02:06 with pseudo-sequence HLA-A02:06. The binding affinity (normalized) is 0. (6) The peptide sequence is IVTRIVELL. The MHC is HLA-B57:01 with pseudo-sequence HLA-B57:01. The binding affinity (normalized) is 0.264.